This data is from Peptide-MHC class I binding affinity with 185,985 pairs from IEDB/IMGT. The task is: Regression. Given a peptide amino acid sequence and an MHC pseudo amino acid sequence, predict their binding affinity value. This is MHC class I binding data. (1) The peptide sequence is ILRGSVAHK. The MHC is HLA-A33:01 with pseudo-sequence HLA-A33:01. The binding affinity (normalized) is 0.0569. (2) The binding affinity (normalized) is 0. The peptide sequence is PMGVGLSPF. The MHC is Patr-A0701 with pseudo-sequence Patr-A0701. (3) The peptide sequence is FPVKPQVPL. The MHC is HLA-B54:01 with pseudo-sequence HLA-B54:01. The binding affinity (normalized) is 0.562. (4) The MHC is Patr-B2401 with pseudo-sequence Patr-B2401. The peptide sequence is AEDLNLGNL. The binding affinity (normalized) is 0.188. (5) The MHC is HLA-B27:02 with pseudo-sequence YHTEYREICAKTDENIAYLNYHDYTWAVLAYEWY. The binding affinity (normalized) is 0.182. The peptide sequence is RKWGLDFCY. (6) The peptide sequence is IAPGIADIR. The MHC is HLA-A03:01 with pseudo-sequence HLA-A03:01. The binding affinity (normalized) is 0. (7) The MHC is HLA-A02:01 with pseudo-sequence HLA-A02:01. The peptide sequence is VVSYEAGEW. The binding affinity (normalized) is 0.0847.